This data is from Reaction yield outcomes from USPTO patents with 853,638 reactions. The task is: Predict the reaction yield, written as a fraction of the theoretical maximum amount of product (1.0 means a 100% yield; for example, 0.34 means a 34% yield). (1) The reactants are [CH:1]([O:4][C:5](=[O:30])[NH:6][C:7]1[CH:12]=[CH:11][C:10]([C:13]2[N:14]([CH:26]3[CH2:29][CH2:28][CH2:27]3)[C:15]3[C:20]([C:21]=2[C:22]#[N:23])=[CH:19][CH:18]=[C:17]([O:24]C)[CH:16]=3)=[CH:9][CH:8]=1)([CH3:3])[CH3:2].B(Br)(Br)Br.O. The catalyst is C(Cl)Cl. The product is [CH:1]([O:4][C:5](=[O:30])[NH:6][C:7]1[CH:8]=[CH:9][C:10]([C:13]2[N:14]([CH:26]3[CH2:29][CH2:28][CH2:27]3)[C:15]3[C:20]([C:21]=2[C:22]#[N:23])=[CH:19][CH:18]=[C:17]([OH:24])[CH:16]=3)=[CH:11][CH:12]=1)([CH3:3])[CH3:2]. The yield is 0.710. (2) The reactants are CO[C:3](=[O:18])[C:4]1[CH:9]=[CH:8][CH:7]=[CH:6][C:5]=1[O:10][CH2:11][CH2:12][N:13]1[CH2:17][CH2:16][CH2:15][CH2:14]1.[OH-].[Na+].[F:21][C:22]1[CH:27]=[CH:26][C:25]([NH:28][C:29]([C:31]2[C:35]([NH2:36])=[CH:34][NH:33][N:32]=2)=[O:30])=[CH:24][CH:23]=1.C(Cl)CCl.C1C=CC2N(O)N=NC=2C=1. The catalyst is CS(C)=O.O. The product is [F:21][C:22]1[CH:23]=[CH:24][C:25]([NH:28][C:29]([C:31]2[C:35]([NH:36][C:3](=[O:18])[C:4]3[CH:9]=[CH:8][CH:7]=[CH:6][C:5]=3[O:10][CH2:11][CH2:12][N:13]3[CH2:14][CH2:15][CH2:16][CH2:17]3)=[CH:34][NH:33][N:32]=2)=[O:30])=[CH:26][CH:27]=1. The yield is 0.140. (3) The reactants are Br[C:2]1[CH:3]=[C:4]([NH2:11])[C:5]([N+:8]([O-:10])=[O:9])=[N:6][CH:7]=1.[N:12]1([C:18]([O:20][C:21]([CH3:24])([CH3:23])[CH3:22])=[O:19])[CH2:17][CH2:16][NH:15][CH2:14][CH2:13]1. The catalyst is O. The product is [NH2:11][C:4]1[CH:3]=[C:2]([N:15]2[CH2:14][CH2:13][N:12]([C:18]([O:20][C:21]([CH3:24])([CH3:23])[CH3:22])=[O:19])[CH2:17][CH2:16]2)[CH:7]=[N:6][C:5]=1[N+:8]([O-:10])=[O:9]. The yield is 0.840. (4) The reactants are Cl.[Br:2][C:3]1[CH:13]=[C:12]([O:14]C(=O)C)[C:11]([O:18][CH3:19])=[CH:10][C:4]=1[CH2:5][NH:6][C:7](=[O:9])[CH3:8]. The catalyst is O1CCOCC1. The product is [Br:2][C:3]1[CH:13]=[C:12]([OH:14])[C:11]([O:18][CH3:19])=[CH:10][C:4]=1[CH2:5][NH:6][C:7](=[O:9])[CH3:8]. The yield is 1.00. (5) The reactants are Br[C:2]1[N:3]([CH:17]([CH3:19])[CH3:18])[C:4]2[CH:5]=[C:6]([Cl:16])[CH:7]=[C:8]([C:12]([O:14][CH3:15])=[O:13])[C:9]=2[C:10]=1[CH3:11].[CH3:20][N:21]([CH2:23][B-](F)(F)F)[CH3:22].[K+].P([O-])([O-])([O-])=O.[K+].[K+].[K+].COC1C=CC=C(OC)C=1C1C=CC=CC=1P(C1CCCCC1)C1CCCCC1. The catalyst is O1CCOCC1.CCOC(C)=O.O.C([O-])(=O)C.[Pd+2].C([O-])(=O)C. The product is [Cl:16][C:6]1[CH:7]=[C:8]([C:12]([O:14][CH3:15])=[O:13])[C:9]2[C:10]([CH3:11])=[C:2]([CH2:20][N:21]([CH3:23])[CH3:22])[N:3]([CH:17]([CH3:19])[CH3:18])[C:4]=2[CH:5]=1. The yield is 0.480.